Predict the reactants needed to synthesize the given product. From a dataset of Retrosynthesis with 50K atom-mapped reactions and 10 reaction types from USPTO. Given the product Clc1nccc2c1OCCNC2, predict the reactants needed to synthesize it. The reactants are: Clc1nccc2c1OCCN(Cc1ccccc1)C2.